This data is from Reaction yield outcomes from USPTO patents with 853,638 reactions. The task is: Predict the reaction yield, written as a fraction of the theoretical maximum amount of product (1.0 means a 100% yield; for example, 0.34 means a 34% yield). (1) The reactants are [C:1]1([C:7]2[C:8](=[O:14])[NH:9][C:10](=[O:13])[NH:11][N:12]=2)[CH:6]=[CH:5][CH:4]=[CH:3][CH:2]=1.C[Si](C([Si](C)(C)C)C(N)=O)(C)C.[F:27][C:28]1[CH:35]=[CH:34][CH:33]=[C:32]([F:36])[C:29]=1[CH2:30]Br. The catalyst is C(#N)C. The product is [F:27][C:28]1[CH:35]=[CH:34][CH:33]=[C:32]([F:36])[C:29]=1[CH2:30][N:11]1[C:10](=[O:13])[NH:9][C:8](=[O:14])[C:7]([C:1]2[CH:2]=[CH:3][CH:4]=[CH:5][CH:6]=2)=[N:12]1. The yield is 0.880. (2) The product is [O:1]1[CH:5]=[CH:4][CH:3]=[C:2]1[C:6]1[N:11]=[C:10]2[NH:12][C:20]([CH3:21])=[N:13][C:9]2=[CH:8][C:7]=1[C:14]1[CH:19]=[CH:18][N:17]=[CH:16][N:15]=1. The catalyst is C(O)(=O)C. The yield is 0.810. The reactants are [O:1]1[CH:5]=[CH:4][CH:3]=[C:2]1[C:6]1[N:11]=[C:10]([NH2:12])[C:9]([NH2:13])=[CH:8][C:7]=1[C:14]1[CH:19]=[CH:18][N:17]=[CH:16][N:15]=1.[CH2:20](C(CC)(CC)C([O-])([O-])[O-])[CH3:21].O.C(=O)([O-])O.[Na+]. (3) The reactants are [CH2:1]([O:8][C:9]1[CH:14]=[CH:13][C:12]([C:15](=[O:22])[C:16]#[C:17][C:18](O)([CH3:20])[CH3:19])=[CH:11][CH:10]=1)[C:2]1[CH:7]=[CH:6][CH:5]=[CH:4][CH:3]=1.N(CC)CC.CC[OH:30]. No catalyst specified. The product is [CH2:1]([O:8][C:9]1[CH:10]=[CH:11][C:12]([C:15]2[O:22][C:18]([CH3:19])([CH3:20])[C:17](=[O:30])[CH:16]=2)=[CH:13][CH:14]=1)[C:2]1[CH:3]=[CH:4][CH:5]=[CH:6][CH:7]=1. The yield is 0.980. (4) The reactants are [OH:1][C:2]1[CH:11]=[CH:10][C:5]2[C:6](=[O:9])[CH2:7][O:8][C:4]=2[C:3]=1[CH2:12][N:13]1[CH2:18][CH2:17][N:16]([C:19]([O:21][C:22]([CH3:25])([CH3:24])[CH3:23])=[O:20])[CH2:15][CH2:14]1.CO.[C:28]1(P(C2C=CC=CC=2)C2C=CC=CC=2)C=CC=CC=1.N(C(OCC)=O)=NC(OCC)=O.C1(C)C=CC=CC=1. The catalyst is C1COCC1. The product is [CH3:28][O:1][C:2]1[CH:11]=[CH:10][C:5]2[C:6](=[O:9])[CH2:7][O:8][C:4]=2[C:3]=1[CH2:12][N:13]1[CH2:14][CH2:15][N:16]([C:19]([O:21][C:22]([CH3:25])([CH3:24])[CH3:23])=[O:20])[CH2:17][CH2:18]1. The yield is 0.250. (5) The reactants are [CH2:1]([NH:8][S:9]([C:12]1[CH:17]=[CH:16][C:15]([N+:18]([O-])=O)=[CH:14][CH:13]=1)(=[O:11])=[O:10])[C:2]1[CH:7]=[CH:6][CH:5]=[CH:4][CH:3]=1. The catalyst is C(O)C.[Pd]. The product is [NH2:18][C:15]1[CH:16]=[CH:17][C:12]([S:9]([NH:8][CH2:1][C:2]2[CH:3]=[CH:4][CH:5]=[CH:6][CH:7]=2)(=[O:11])=[O:10])=[CH:13][CH:14]=1. The yield is 0.750. (6) The reactants are [CH3:1][N:2]1[C:10]2[C:5](=[C:6]([CH3:11])[CH:7]=[CH:8][CH:9]=2)[C:4]([CH2:12][NH:13][CH3:14])=[CH:3]1.[NH2:15][C:16]1[N:21]=[CH:20][C:19](/[CH:22]=[CH:23]/[C:24]([OH:26])=O)=[CH:18][CH:17]=1.C1C=CC2N(O)N=NC=2C=1.O.C(Cl)CCl. The catalyst is CN(C=O)C.CCN(CC)CC. The product is [NH2:15][C:16]1[N:21]=[CH:20][C:19](/[CH:22]=[CH:23]/[C:24]([N:13]([CH2:12][C:4]2[C:5]3[C:10](=[CH:9][CH:8]=[CH:7][C:6]=3[CH3:11])[N:2]([CH3:1])[CH:3]=2)[CH3:14])=[O:26])=[CH:18][CH:17]=1. The yield is 0.360. (7) The product is [CH:5]([C:4]1[C:3]([O:10][CH3:11])=[C:2]([CH:9]=[CH:8][CH:7]=1)[O:1][C:19]1[CH:26]=[CH:25][C:22]([C:23]#[N:24])=[CH:21][C:20]=1[C:27]([F:28])([F:30])[F:29])=[O:6]. The reactants are [OH:1][C:2]1[C:3]([O:10][CH3:11])=[C:4]([CH:7]=[CH:8][CH:9]=1)[CH:5]=[O:6].C(=O)([O-])[O-].[Li+].[Li+].F[C:19]1[CH:26]=[CH:25][C:22]([C:23]#[N:24])=[CH:21][C:20]=1[C:27]([F:30])([F:29])[F:28].O. The yield is 0.710. The catalyst is CS(C)=O. (8) The reactants are [Cl:1][C:2]1[CH:3]=[CH:4][C:5]2[C:11](=O)[CH2:10][CH2:9][C:8](=[O:13])[NH:7][C:6]=2[CH:14]=1.[CH:15]1([N:21]([C:23]2[CH:33]=[CH:32][C:26]([C:27]([O:29][CH2:30][CH3:31])=[O:28])=[CH:25][CH:24]=2)N)[CH2:20][CH2:19][CH2:18][CH2:17][CH2:16]1.S(=O)(=O)(O)O.O. The catalyst is C(O)(=O)C. The product is [Cl:1][C:2]1[CH:3]=[CH:4][C:5]2[C:11]3[N:21]([CH:15]4[CH2:20][CH2:19][CH2:18][CH2:17][CH2:16]4)[C:23]4[C:24]([C:10]=3[CH2:9][C:8](=[O:13])[NH:7][C:6]=2[CH:14]=1)=[CH:25][C:26]([C:27]([O:29][CH2:30][CH3:31])=[O:28])=[CH:32][CH:33]=4. The yield is 0.390. (9) The reactants are [O:1]1[CH2:4][C:3](=O)[CH2:2]1.Cl.[CH2:7]([NH:9][C:10]([NH:12][C:13]1[CH:18]=[CH:17][C:16]([C:19]2[N:20]=[C:21]([N:30]3[CH2:35][CH2:34][O:33][CH2:32][CH2:31]3)[C:22]3[CH2:28][CH2:27][NH:26][CH:25]([CH3:29])[C:23]=3[N:24]=2)=[CH:15][CH:14]=1)=[O:11])[CH3:8].C(N(CC)C(C)C)(C)C.C(O[BH-](OC(=O)C)OC(=O)C)(=O)C.[Na+]. The catalyst is ClCCCl. The product is [CH2:7]([NH:9][C:10]([NH:12][C:13]1[CH:14]=[CH:15][C:16]([C:19]2[N:20]=[C:21]([N:30]3[CH2:31][CH2:32][O:33][CH2:34][CH2:35]3)[C:22]3[CH2:28][CH2:27][N:26]([CH:3]4[CH2:2][O:1][CH2:4]4)[CH:25]([CH3:29])[C:23]=3[N:24]=2)=[CH:17][CH:18]=1)=[O:11])[CH3:8]. The yield is 0.570. (10) The reactants are [CH3:1][NH:2][C:3]([C:5]1[C:23]([F:24])=[C:22]([F:25])[C:8]2[N:9]([C:14]3[CH:19]=[CH:18][C:17]([I:20])=[CH:16][C:15]=3[CH3:21])C[O:11][C:12](=[O:13])[C:7]=2[CH:6]=1)=[O:4].OCC(CO)O.Cl. The catalyst is C1COCC1. The product is [F:24][C:23]1[C:22]([F:25])=[C:8]([NH:9][C:14]2[CH:19]=[CH:18][C:17]([I:20])=[CH:16][C:15]=2[CH3:21])[C:7]([C:12]([OH:13])=[O:11])=[CH:6][C:5]=1[C:3]([NH:2][CH3:1])=[O:4]. The yield is 0.762.